Task: Binary Classification. Given a miRNA mature sequence and a target amino acid sequence, predict their likelihood of interaction.. Dataset: Experimentally validated miRNA-target interactions with 360,000+ pairs, plus equal number of negative samples The miRNA is hsa-miR-5087 with sequence GGGUUUGUAGCUUUGCUGGCAUG. The protein sequence of the target gene is MASPTSTNPAHAHFESFLQAQLCQDVLSSFQELCGALGLEPGGGLPQYHKIKDQLNYWSAKSLWTKLDKRAGQPVYQQGRACTSTKCLVVGAGPCGLRVAVELALLGARVVLVEKRTKFSRHNVLHLWPFTIHDLRALGAKKFYGRFCTGTLDHISIRQLQLLLLKVALLLGVEIHWGVTFTGLQPPPRKGSGWRAQLQPNPPAQLANYEFDVLISAAGGKFVPEGFKVREMRGKLAIGITANFVNGRTVEETQVPEISGVARIYNQSFFQSLLKATGIDLENIVYYKDDTHYFVMTAKK.... Result: 0 (no interaction).